Dataset: Reaction yield outcomes from USPTO patents with 853,638 reactions. Task: Predict the reaction yield, written as a fraction of the theoretical maximum amount of product (1.0 means a 100% yield; for example, 0.34 means a 34% yield). (1) The reactants are [N+:1]([C:4]1[C:5]([OH:14])=[C:6]([O:12][CH3:13])[CH:7]=[C:8]([CH:11]=1)[CH:9]=[O:10])([O-:3])=[O:2].C(=O)([O-])[O-].[Cs+].[Cs+].Br[CH2:22][C:23]([O:25][CH2:26][CH3:27])=[O:24]. The catalyst is CN(C=O)C. The product is [CH:9]([C:8]1[CH:11]=[C:4]([N+:1]([O-:3])=[O:2])[C:5]([O:14][CH2:22][C:23]([O:25][CH2:26][CH3:27])=[O:24])=[C:6]([O:12][CH3:13])[CH:7]=1)=[O:10]. The yield is 0.740. (2) The reactants are [OH:1][CH2:2][C:3]1[CH:11]=[CH:10][C:6]([C:7]([OH:9])=[O:8])=[CH:5][CH:4]=1.N1C=CN=C1.[Si:17](Cl)([C:20]([CH3:23])([CH3:22])[CH3:21])([CH3:19])[CH3:18]. The catalyst is C(Cl)Cl.Cl. The product is [Si:17]([O:1][CH2:2][C:3]1[CH:4]=[CH:5][C:6]([C:7]([OH:9])=[O:8])=[CH:10][CH:11]=1)([C:20]([CH3:23])([CH3:22])[CH3:21])([CH3:19])[CH3:18]. The yield is 0.820. (3) The reactants are C([O:3][C:4]([C:6]1([C:9]2[CH:14]=[CH:13][C:12]([C:15]3[CH:20]=[CH:19][C:18]([C:21]4[S:22][C:23]([F:37])=[CH:24][C:25]=4[NH:26][C:27]([O:29][C@@H:30]([C:32]4[S:33][CH:34]=[CH:35][CH:36]=4)[CH3:31])=[O:28])=[CH:17][C:16]=3[O:38][CH3:39])=[CH:11][CH:10]=2)[CH2:8][CH2:7]1)=[O:5])C.[OH-].[Na+].Cl. The catalyst is C(O)(C)C. The product is [F:37][C:23]1[S:22][C:21]([C:18]2[CH:19]=[CH:20][C:15]([C:12]3[CH:11]=[CH:10][C:9]([C:6]4([C:4]([OH:5])=[O:3])[CH2:8][CH2:7]4)=[CH:14][CH:13]=3)=[C:16]([O:38][CH3:39])[CH:17]=2)=[C:25]([NH:26][C:27]([O:29][C@@H:30]([C:32]2[S:33][CH:34]=[CH:35][CH:36]=2)[CH3:31])=[O:28])[CH:24]=1. The yield is 0.150. (4) The reactants are [CH2:1]([O:3][C:4]([C@@H:6]1[CH2:10][CH2:9][CH:8]([CH2:11][CH2:12]O)[N:7]1[C:14]([O:16][C:17]([CH3:20])([CH3:19])[CH3:18])=[O:15])=[O:5])[CH3:2].[N+:21]([C:24]1[CH:29]=[CH:28][CH:27]=[CH:26][C:25]=1[Se:30]C#N)([O-:23])=[O:22].C1COCC1.C(P(CCCC)CCCC)CCC. The catalyst is CC(OC)(C)C.N1C=CC=CC=1. The product is [CH2:1]([O:3][C:4]([C@@H:6]1[CH2:10][CH2:9][CH:8]([CH2:11][CH2:12][Se:30][C:25]2[CH:26]=[CH:27][CH:28]=[CH:29][C:24]=2[N+:21]([O-:23])=[O:22])[N:7]1[C:14]([O:16][C:17]([CH3:20])([CH3:19])[CH3:18])=[O:15])=[O:5])[CH3:2]. The yield is 0.840. (5) The yield is 0.0660. The catalyst is O1CCOCC1.C([O-])(=O)C.[Pd+2].C([O-])(=O)C. The reactants are [Cl:1][C:2]1[CH:9]=[CH:8][C:5](C#N)=[C:4]([NH:10][C:11]2[C:16]([Cl:17])=[CH:15][N:14]=[C:13](Cl)[CH:12]=2)[CH:3]=1.[CH3:19][C:20]1[CH:24]=[C:23]([NH2:25])[N:22]([CH:26]([CH3:28])[CH3:27])[N:21]=1.[C:29](=[O:32])([O-])[O-:30].[Cs+].[Cs+].C1C=CC(P(C2C(OC3C(P(C4C=CC=CC=4)C4C=CC=CC=4)=CC=CC=3)=CC=CC=2)C2C=CC=CC=2)=CC=1.[OH-].[Na+]. The product is [Cl:1][C:2]1[CH:9]=[CH:8][C:5]([C:29]([OH:30])=[O:32])=[C:4]([NH:10][C:11]2[C:16]([Cl:17])=[CH:15][N:14]=[C:13]([NH:25][C:23]3[N:22]([CH:26]([CH3:28])[CH3:27])[N:21]=[C:20]([CH3:19])[CH:24]=3)[CH:12]=2)[CH:3]=1. (6) The yield is 0.490. The product is [CH2:1]([C:3]1[N:8]=[CH:7][C:6]([C:9]2[CH:14]=[CH:13][C:12]([S:15]([NH:18][C:19]3[C:20]([F:32])=[C:21]([F:31])[C:22]([C:23]([OH:25])=[O:24])=[C:27]([F:30])[C:28]=3[F:29])(=[O:17])=[O:16])=[CH:11][CH:10]=2)=[CH:5][N:4]=1)[CH3:2]. The catalyst is CO. The reactants are [CH2:1]([C:3]1[N:8]=[CH:7][C:6]([C:9]2[CH:14]=[CH:13][C:12]([S:15]([NH:18][C:19]3[C:28]([F:29])=[C:27]([F:30])[C:22]([C:23]([O:25]C)=[O:24])=[C:21]([F:31])[C:20]=3[F:32])(=[O:17])=[O:16])=[CH:11][CH:10]=2)=[CH:5][N:4]=1)[CH3:2].[OH-].[Li+].Cl. (7) The reactants are [C:1](N1C=CN=C1)(N1C=CN=C1)=[S:2].[C:13]([O:17][C:18](=[O:33])[N:19]([CH2:22][CH2:23][CH2:24][O:25][C:26]1[CH:31]=[CH:30][C:29]([NH2:32])=[CH:28][CH:27]=1)[CH2:20][CH3:21])([CH3:16])([CH3:15])[CH3:14]. The catalyst is CN(C)C=O. The product is [C:13]([O:17][C:18](=[O:33])[N:19]([CH2:20][CH3:21])[CH2:22][CH2:23][CH2:24][O:25][C:26]1[CH:27]=[CH:28][C:29]([N:32]=[C:1]=[S:2])=[CH:30][CH:31]=1)([CH3:14])([CH3:15])[CH3:16]. The yield is 0.920. (8) The reactants are CO[C:3](=[O:24])[C:4]1[CH:9]=[CH:8][C:7]([O:10][CH2:11][C:12]2[C:13]([C:18]3[CH:23]=[CH:22][CH:21]=[CH:20][CH:19]=3)=[N:14][O:15][C:16]=2[CH3:17])=[N:6][CH:5]=1.[NH2:25][CH2:26][CH2:27][CH2:28][CH2:29][OH:30].N12CCCNC1=NCCC2.C(=O)(O)[O-].[Na+]. The catalyst is C1(C)C=CC=CC=1. The product is [OH:30][CH2:29][CH2:28][CH2:27][CH2:26][NH:25][C:3](=[O:24])[C:4]1[CH:9]=[CH:8][C:7]([O:10][CH2:11][C:12]2[C:13]([C:18]3[CH:19]=[CH:20][CH:21]=[CH:22][CH:23]=3)=[N:14][O:15][C:16]=2[CH3:17])=[N:6][CH:5]=1. The yield is 0.370. (9) The product is [CH3:1][C:2]1[C:10]2[N:9]=[CH:8][N:7]([C:11]([O:13][C:14]([CH3:17])([CH3:16])[CH3:15])=[O:12])[C:6]=2[CH:5]=[CH:4][CH:3]=1. The catalyst is C(#N)C. The yield is 0.950. The reactants are [CH3:1][C:2]1[C:10]2[NH:9][CH:8]=[N:7][C:6]=2[CH:5]=[CH:4][CH:3]=1.[C:11](O[C:11]([O:13][C:14]([CH3:17])([CH3:16])[CH3:15])=[O:12])([O:13][C:14]([CH3:17])([CH3:16])[CH3:15])=[O:12].